From a dataset of Full USPTO retrosynthesis dataset with 1.9M reactions from patents (1976-2016). Predict the reactants needed to synthesize the given product. (1) Given the product [CH3:1][O:2][C:3]1[CH:4]=[C:5]([S:9][CH2:12][CH2:13][NH2:14])[CH:6]=[CH:7][CH:8]=1, predict the reactants needed to synthesize it. The reactants are: [CH3:1][O:2][C:3]1[CH:4]=[C:5]([SH:9])[CH:6]=[CH:7][CH:8]=1.Cl.Cl[CH2:12][CH2:13][NH2:14].C([O-])([O-])=O.[Cs+].[Cs+].CCOC(C)=O. (2) Given the product [Si:32]([O:49][CH2:50][CH2:51][N:52]([CH2:53][CH2:54][O:55][Si:56]([C:69]([CH3:72])([CH3:71])[CH3:70])([C:63]1[CH:68]=[CH:67][CH:66]=[CH:65][CH:64]=1)[C:57]1[CH:58]=[CH:59][CH:60]=[CH:61][CH:62]=1)[C:11](=[O:12])[CH2:10][C@@H:9]([NH:14][C:15]1[CH:20]=[CH:19][C:18]([S:21](=[O:23])(=[O:24])[NH2:22])=[CH:17][C:16]=1[S:25]([C:28]([F:29])([F:31])[F:30])(=[O:27])=[O:26])[CH2:8][S:7][C:1]1[CH:6]=[CH:5][CH:4]=[CH:3][CH:2]=1)([C:45]([CH3:46])([CH3:47])[CH3:48])([C:39]1[CH:44]=[CH:43][CH:42]=[CH:41][CH:40]=1)[C:33]1[CH:34]=[CH:35][CH:36]=[CH:37][CH:38]=1, predict the reactants needed to synthesize it. The reactants are: [C:1]1([S:7][CH2:8][C@H:9]([NH:14][C:15]2[CH:20]=[CH:19][C:18]([S:21](=[O:24])(=[O:23])[NH2:22])=[CH:17][C:16]=2[S:25]([C:28]([F:31])([F:30])[F:29])(=[O:27])=[O:26])[CH2:10][C:11](O)=[O:12])[CH:6]=[CH:5][CH:4]=[CH:3][CH:2]=1.[Si:32]([O:49][CH2:50][CH2:51][NH:52][CH2:53][CH2:54][O:55][Si:56]([C:69]([CH3:72])([CH3:71])[CH3:70])([C:63]1[CH:68]=[CH:67][CH:66]=[CH:65][CH:64]=1)[C:57]1[CH:62]=[CH:61][CH:60]=[CH:59][CH:58]=1)([C:45]([CH3:48])([CH3:47])[CH3:46])([C:39]1[CH:44]=[CH:43][CH:42]=[CH:41][CH:40]=1)[C:33]1[CH:38]=[CH:37][CH:36]=[CH:35][CH:34]=1.